Dataset: NCI-60 drug combinations with 297,098 pairs across 59 cell lines. Task: Regression. Given two drug SMILES strings and cell line genomic features, predict the synergy score measuring deviation from expected non-interaction effect. (1) Drug 1: C1CCN(CC1)CCOC2=CC=C(C=C2)C(=O)C3=C(SC4=C3C=CC(=C4)O)C5=CC=C(C=C5)O. Drug 2: CC(C)NC(=O)C1=CC=C(C=C1)CNNC.Cl. Cell line: ACHN. Synergy scores: CSS=-2.67, Synergy_ZIP=0.716, Synergy_Bliss=-2.99, Synergy_Loewe=-3.74, Synergy_HSA=-4.17. (2) Drug 1: C1CN1C2=NC(=NC(=N2)N3CC3)N4CC4. Drug 2: CNC(=O)C1=NC=CC(=C1)OC2=CC=C(C=C2)NC(=O)NC3=CC(=C(C=C3)Cl)C(F)(F)F. Cell line: NCI-H522. Synergy scores: CSS=8.51, Synergy_ZIP=-24.0, Synergy_Bliss=-46.4, Synergy_Loewe=-44.0, Synergy_HSA=-41.9. (3) Drug 1: CNC(=O)C1=CC=CC=C1SC2=CC3=C(C=C2)C(=NN3)C=CC4=CC=CC=N4. Drug 2: C1=NC2=C(N=C(N=C2N1C3C(C(C(O3)CO)O)F)Cl)N. Cell line: HCT-15. Synergy scores: CSS=25.7, Synergy_ZIP=0.596, Synergy_Bliss=-3.30, Synergy_Loewe=-21.9, Synergy_HSA=-4.05. (4) Drug 1: CC1OCC2C(O1)C(C(C(O2)OC3C4COC(=O)C4C(C5=CC6=C(C=C35)OCO6)C7=CC(=C(C(=C7)OC)O)OC)O)O. Drug 2: CC=C1C(=O)NC(C(=O)OC2CC(=O)NC(C(=O)NC(CSSCCC=C2)C(=O)N1)C(C)C)C(C)C. Cell line: NCI-H522. Synergy scores: CSS=69.9, Synergy_ZIP=4.55, Synergy_Bliss=8.06, Synergy_Loewe=1.61, Synergy_HSA=10.6. (5) Cell line: IGROV1. Drug 1: COC1=CC(=CC(=C1O)OC)C2C3C(COC3=O)C(C4=CC5=C(C=C24)OCO5)OC6C(C(C7C(O6)COC(O7)C8=CC=CS8)O)O. Synergy scores: CSS=37.5, Synergy_ZIP=0.619, Synergy_Bliss=5.83, Synergy_Loewe=1.57, Synergy_HSA=5.66. Drug 2: C1C(C(OC1N2C=NC3=C(N=C(N=C32)Cl)N)CO)O.